From a dataset of Forward reaction prediction with 1.9M reactions from USPTO patents (1976-2016). Predict the product of the given reaction. Given the reactants [CH3:1][C:2]1[C:6]([C:7]2[C:8]([O:34][CH3:35])=[CH:9][C:10]3[C:11]4[N:24]([C@@H:25]([C:27]5[CH:32]=[CH:31][CH:30]=[CH:29][CH:28]=5)[CH3:26])[C:23](=[O:33])[O:22][C:12]=4[C:13]([C:17]([O:19]CC)=[O:18])=[N:14][C:15]=3[CH:16]=2)=[C:5]([CH3:36])[O:4][N:3]=1.Cl, predict the reaction product. The product is: [CH3:1][C:2]1[C:6]([C:7]2[C:8]([O:34][CH3:35])=[CH:9][C:10]3[C:11]4[N:24]([C@@H:25]([C:27]5[CH:32]=[CH:31][CH:30]=[CH:29][CH:28]=5)[CH3:26])[C:23](=[O:33])[O:22][C:12]=4[C:13]([C:17]([OH:19])=[O:18])=[N:14][C:15]=3[CH:16]=2)=[C:5]([CH3:36])[O:4][N:3]=1.